Dataset: Full USPTO retrosynthesis dataset with 1.9M reactions from patents (1976-2016). Task: Predict the reactants needed to synthesize the given product. (1) The reactants are: [CH3:1][C:2]1[CH:7]=[CH:6][N:5]=[C:4]([N:8]2[CH2:15][CH:14]3[CH:10]([CH2:11][NH:12][CH2:13]3)[CH2:9]2)[N:3]=1.[N:16]1[N:17]=[C:18]([C:21]2[CH:29]=[CH:28][CH:27]=[CH:26][C:22]=2[C:23](O)=[O:24])[NH:19][CH:20]=1. Given the product [CH3:1][C:2]1[CH:7]=[CH:6][N:5]=[C:4]([N:8]2[CH2:15][CH:14]3[CH:10]([CH2:11][N:12]([C:23]([C:22]4[CH:26]=[CH:27][CH:28]=[CH:29][C:21]=4[C:18]4[NH:19][CH:20]=[N:16][N:17]=4)=[O:24])[CH2:13]3)[CH2:9]2)[N:3]=1, predict the reactants needed to synthesize it. (2) Given the product [NH2:21][CH:18]1[CH2:19][CH2:20][N:15]([CH2:14][CH2:13][N:9]2[C:10]3[C:5](=[CH:4][C:3]([C:1]#[N:2])=[CH:12][CH:11]=3)[N:6]=[CH:7][C:8]2=[O:29])[CH2:16][CH2:17]1, predict the reactants needed to synthesize it. The reactants are: [C:1]([C:3]1[CH:4]=[C:5]2[C:10](=[CH:11][CH:12]=1)[N:9]([CH2:13][CH2:14][N:15]1[CH2:20][CH2:19][CH:18]([NH:21]C(=O)OC(C)(C)C)[CH2:17][CH2:16]1)[C:8](=[O:29])[CH:7]=[N:6]2)#[N:2].C(O)(C(F)(F)F)=O. (3) Given the product [CH3:11][C:3]1[CH:4]=[C:5]([CH:9]=[CH:10][C:2]=1[C:14]1[CH:13]=[C:12]([CH3:21])[CH:17]=[CH:16][CH:15]=1)[C:6]([OH:8])=[O:7], predict the reactants needed to synthesize it. The reactants are: Br[C:2]1[CH:10]=[CH:9][C:5]([C:6]([OH:8])=[O:7])=[CH:4][C:3]=1[CH3:11].[C:12]1([CH3:21])[CH:17]=[CH:16][CH:15]=[C:14](B(O)O)[CH:13]=1. (4) Given the product [NH2:25][C:8]1[N:7]=[C:6]([O:5][CH2:1][CH2:2][CH2:3][CH3:4])[N:14]=[C:13]2[C:9]=1[NH:10][C:11](=[O:23])[N:12]2[CH2:15][CH2:16][CH:17]1[CH2:18][CH2:19][O:20][CH2:21][CH2:22]1, predict the reactants needed to synthesize it. The reactants are: [CH2:1]([O:5][C:6]1[N:14]=[C:13]2[C:9]([N:10]=[C:11]([O:23]C)[N:12]2[CH2:15][CH2:16][CH:17]2[CH2:22][CH2:21][O:20][CH2:19][CH2:18]2)=[C:8]([NH2:25])[N:7]=1)[CH2:2][CH2:3][CH3:4].Cl.O.[OH-].[Na+]. (5) Given the product [C:19]([C:20]([CH2:21][CH3:22])=[CH:27][NH:2][CH:3]([C:4]([O:6][CH2:7][CH3:8])=[O:5])[C:9]([O:11][CH2:12][CH3:13])=[O:10])#[N:16], predict the reactants needed to synthesize it. The reactants are: Cl.[NH2:2][CH:3]([C:9]([O:11][CH2:12][CH3:13])=[O:10])[C:4]([O:6][CH2:7][CH3:8])=[O:5].C([N:16]([CH2:19][CH3:20])CC)C.[C:21](OCC)(=O)[CH3:22].[CH2:27](O)C. (6) Given the product [CH2:1]([O:3][C:4]([NH:9][C:10]([NH2:12])=[NH:16])=[O:5])[CH3:2], predict the reactants needed to synthesize it. The reactants are: [CH2:1]([O:3][C:4](N=C=S)=[O:5])[CH3:2].[NH2:9][C:10]([NH2:12])=S.C([NH:16]CCC)CC. (7) Given the product [CH2:20]([C@H:12]1[N:11]([CH:22]([CH3:23])[CH3:24])[C:10]2[N:9]=[C:8]([C:7]3[CH:6]=[CH:5][N:4]=[CH:3][C:2]=3[NH:1][C:25](=[O:27])[CH3:26])[N:17]=[CH:16][C:15]=2[N:14]([CH3:18])[C:13]1=[O:19])[CH3:21], predict the reactants needed to synthesize it. The reactants are: [NH2:1][C:2]1[CH:3]=[N:4][CH:5]=[CH:6][C:7]=1[C:8]1[N:17]=[CH:16][C:15]2[N:14]([CH3:18])[C:13](=[O:19])[C@@H:12]([CH2:20][CH3:21])[N:11]([CH:22]([CH3:24])[CH3:23])[C:10]=2[N:9]=1.[C:25](Cl)(=[O:27])[CH3:26].C(O)(C(F)(F)F)=O. (8) Given the product [Br:13][C:14]1[NH:15][C:16]2[C:21]([C:22]=1[CH:23]1[CH2:28][CH2:27][CH2:26][CH2:25][CH2:24]1)=[CH:20][CH:19]=[C:18]([C:29]([NH:40][S:37]([N:36]([CH3:41])[CH3:35])(=[O:39])=[O:38])=[O:31])[CH:17]=2, predict the reactants needed to synthesize it. The reactants are: C(N1C=CN=C1)(N1C=CN=C1)=O.[Br:13][C:14]1[NH:15][C:16]2[C:21]([C:22]=1[CH:23]1[CH2:28][CH2:27][CH2:26][CH2:25][CH2:24]1)=[CH:20][CH:19]=[C:18]([C:29]([OH:31])=O)[CH:17]=2.C(=O)=O.[CH3:35][N:36]([CH3:41])[S:37]([NH2:40])(=[O:39])=[O:38].C1CCN2C(=NCCC2)CC1. (9) Given the product [NH2:6][CH2:4][CH:3]([C:7]1[S:11][C:10]([NH:12][C:13]([NH:15][C:16]2[CH:21]=[CH:20][CH:19]=[C:18]([C:22]([F:24])([F:25])[F:23])[CH:17]=2)=[O:14])=[N:9][CH:8]=1)[CH2:2][OH:1], predict the reactants needed to synthesize it. The reactants are: [OH:1][CH2:2][CH:3]([C:7]1[S:11][C:10]([NH:12][C:13]([NH:15][C:16]2[CH:21]=[CH:20][CH:19]=[C:18]([C:22]([F:25])([F:24])[F:23])[CH:17]=2)=[O:14])=[N:9][CH:8]=1)[C:4]([NH2:6])=O.[H-].[H-].[H-].[H-].[Li+].[Al+3].